From a dataset of Catalyst prediction with 721,799 reactions and 888 catalyst types from USPTO. Predict which catalyst facilitates the given reaction. (1) Reactant: [H-].[Na+].[NH2:3][C:4]1[CH:9]=[CH:8][N:7]([CH2:10][CH2:11][CH2:12][CH2:13][C:14]2[N:19]=[N:18][C:17]([NH:20][C:21](=[O:29])[CH2:22][C:23]3[CH:28]=[CH:27][CH:26]=[CH:25][CH:24]=3)=[CH:16][CH:15]=2)[C:6](=[O:30])[N:5]=1.Br[CH2:32][CH2:33][CH2:34][O:35][CH3:36]. Product: [CH3:36][O:35][CH2:34][CH2:33][CH2:32][NH:3][C:4]1[CH:9]=[CH:8][N:7]([CH2:10][CH2:11][CH2:12][CH2:13][C:14]2[N:19]=[N:18][C:17]([NH:20][C:21](=[O:29])[CH2:22][C:23]3[CH:24]=[CH:25][CH:26]=[CH:27][CH:28]=3)=[CH:16][CH:15]=2)[C:6](=[O:30])[N:5]=1. The catalyst class is: 31. (2) Reactant: C(=O)([O-])[O-].[K+].[K+].[OH:7][C:8]1[CH:9]=[C:10]([B:14]2[O:22][C:19]([CH3:21])([CH3:20])[C:16]([CH3:18])([CH3:17])[O:15]2)[CH:11]=[CH:12][CH:13]=1.Br[CH2:24][CH2:25][O:26][CH3:27]. Product: [CH3:27][O:26][CH2:25][CH2:24][O:7][C:8]1[CH:9]=[C:10]([B:14]2[O:22][C:19]([CH3:21])([CH3:20])[C:16]([CH3:17])([CH3:18])[O:15]2)[CH:11]=[CH:12][CH:13]=1. The catalyst class is: 3. (3) Reactant: Br[C:2]1[C:9]([C:10]#[N:11])=[C:8]([OH:12])[C:7]([O:13][CH3:14])=[CH:6][C:3]=1[C:4]#[N:5].[CH2:15](B1OC(C)(C)C(C)(C)O1)[C:16]1[CH:21]=[CH:20][CH:19]=[CH:18][CH:17]=1.C(Cl)Cl.C(=O)([O-])[O-].[Cs+].[Cs+]. Product: [CH2:15]([C:2]1[C:9]([C:10]#[N:11])=[C:8]([OH:12])[C:7]([O:13][CH3:14])=[CH:6][C:3]=1[C:4]#[N:5])[C:16]1[CH:21]=[CH:20][CH:19]=[CH:18][CH:17]=1. The catalyst class is: 38. (4) Reactant: [CH3:1][O:2][C:3]12[CH2:10][CH2:9][C:6]([CH2:11][CH2:12][C:13](OC)=[O:14])([CH2:7][CH2:8]1)[CH2:5][CH2:4]2.[Li+].[BH4-].[NH4+].[Cl-]. Product: [CH3:1][O:2][C:3]12[CH2:10][CH2:9][C:6]([CH2:11][CH2:12][CH2:13][OH:14])([CH2:7][CH2:8]1)[CH2:5][CH2:4]2. The catalyst class is: 1. (5) Reactant: Br[C:2]1[C:11]2[C:6](=[CH:7][CH:8]=[C:9]([Cl:12])[CH:10]=2)[N:5]=[CH:4][CH:3]=1.C(O[B:17]1[O:21][C:20]([CH3:23])([CH3:22])[C:19]([CH3:25])([CH3:24])[O:18]1)(C)C.[Li]CCCC. Product: [Cl:12][C:9]1[CH:10]=[C:11]2[C:6](=[CH:7][CH:8]=1)[N:5]=[CH:4][CH:3]=[C:2]2[B:17]1[O:21][C:20]([CH3:23])([CH3:22])[C:19]([CH3:25])([CH3:24])[O:18]1. The catalyst class is: 1. (6) Reactant: [F:1][C:2]1([F:31])[CH2:6][CH2:5][N:4]([C:7]([C:9]2[CH:10]=[C:11]3[C:16](=[CH:17][CH:18]=2)[CH:15]=[N:14][CH:13]=[C:12]3[C:19]2[CH:24]=[CH:23][C:22]([C:25]3[CH:26]=[N:27][N:28]([CH3:30])[CH:29]=3)=[CH:21][CH:20]=2)=[O:8])[CH2:3]1.C1C=C(Cl)C=C(C(OO)=[O:40])C=1.[OH-].[Na+]. Product: [F:31][C:2]1([F:1])[CH2:6][CH2:5][N:4]([C:7]([C:9]2[CH:10]=[C:11]3[C:16](=[CH:17][CH:18]=2)[CH:15]=[N+:14]([O-:40])[CH:13]=[C:12]3[C:19]2[CH:24]=[CH:23][C:22]([C:25]3[CH:26]=[N:27][N:28]([CH3:30])[CH:29]=3)=[CH:21][CH:20]=2)=[O:8])[CH2:3]1. The catalyst class is: 4. (7) The catalyst class is: 73. Reactant: Cl[C:2]1[CH:3]=[C:4]([C:9]2[N:13]3[C:14]4[N:22]=[C:21]([O:23][CH3:24])[CH:20]=[CH:19][C:15]=4[N:16]=[C:17]([CH3:18])[C:12]3=[C:11]([CH3:25])[N:10]=2)[CH:5]=C(Cl)C=1.CC1C(B(O)O)=[CH:29][S:30]C=1.C([O-])([O-])=O.[K+].[K+]. Product: [CH3:24][O:23][C:21]1[CH:20]=[CH:19][C:15]2[N:16]=[C:17]([CH3:18])[C:12]3[N:13]([C:9]([C:4]4[C:3]([CH3:2])=[CH:29][S:30][CH:5]=4)=[N:10][C:11]=3[CH3:25])[C:14]=2[N:22]=1. (8) Reactant: [CH3:1][N:2]1[C:6]([C:7]2[CH:8]=[C:9]([NH:22]C(=O)C)[CH:10]=[CH:11][C:12]=2[O:13][CH2:14][CH2:15][N:16]2[CH2:21][CH2:20][CH2:19][CH2:18][CH2:17]2)=[CH:5][CH:4]=[N:3]1.[OH-].[Na+]. Product: [CH3:1][N:2]1[C:6]([C:7]2[CH:8]=[C:9]([NH2:22])[CH:10]=[CH:11][C:12]=2[O:13][CH2:14][CH2:15][N:16]2[CH2:21][CH2:20][CH2:19][CH2:18][CH2:17]2)=[CH:5][CH:4]=[N:3]1. The catalyst class is: 8. (9) Reactant: O[N:2]1[C:6](=[O:7])[C:5]2=[CH:8][CH:9]=[CH:10][CH:11]=[C:4]2[C:3]1=[O:12].C1(P(C2C=CC=CC=2)C2C=CC=CC=2)C=CC=CC=1.N(C(OC(C)C)=O)=NC(OC(C)C)=O. Product: [C:6]1(=[O:7])[NH:2][C:3](=[O:12])[C:4]2=[CH:11][CH:10]=[CH:9][CH:8]=[C:5]12. The catalyst class is: 7.